Task: Predict the reaction yield, written as a fraction of the theoretical maximum amount of product (1.0 means a 100% yield; for example, 0.34 means a 34% yield).. Dataset: Reaction yield outcomes from USPTO patents with 853,638 reactions (1) The reactants are [Cl:1][C:2]1[CH:26]=[CH:25][C:5]([CH2:6][N:7]2[C:15]3[C:14](=[O:16])[NH:13][C:12](=[O:17])[N:11]([CH3:18])[C:10]=3[N:9]=[C:8]2[S:19]([CH:22]([CH3:24])[CH3:23])(=[O:21])=[O:20])=[CH:4][CH:3]=1.Cl[CH2:28][C:29]1[O:33][N:32]=[CH:31][CH:30]=1.C(=O)([O-])[O-].[K+].[K+]. The catalyst is CN(C=O)C.CCCC[N+](CCCC)(CCCC)CCCC.[I-]. The product is [Cl:1][C:2]1[CH:3]=[CH:4][C:5]([CH2:6][N:7]2[C:15]3[C:14](=[O:16])[N:13]([CH2:28][C:29]4[O:33][N:32]=[CH:31][CH:30]=4)[C:12](=[O:17])[N:11]([CH3:18])[C:10]=3[N:9]=[C:8]2[S:19]([CH:22]([CH3:23])[CH3:24])(=[O:20])=[O:21])=[CH:25][CH:26]=1. The yield is 0.406. (2) The reactants are [Cl:1][C:2]1[N:3]=[C:4]([C:9]([NH:11][C@@H:12]2[CH2:17][CH2:16][N:15]([C:18]3[S:19][C:20]([C:24](O)=O)=[C:21](C)[N:22]=3)[CH2:14][C@@H:13]2[O:27][CH3:28])=[O:10])[NH:5][C:6]=1[CH2:7][CH3:8].Cl.[OH-].[Na+]. The catalyst is C1COCC1. The product is [Cl:1][C:2]1[N:3]=[C:4]([C:9]([NH:11][C@@H:12]2[CH2:17][CH2:16][N:15]([C:18]3[S:19][C:20]([CH3:24])=[CH:21][N:22]=3)[CH2:14][C@@H:13]2[O:27][CH3:28])=[O:10])[NH:5][C:6]=1[CH2:7][CH3:8]. The yield is 1.00. (3) The reactants are C[O:2][C:3](=[O:24])[CH:4]([C:11]1[CH:16]=[CH:15][C:14]([S:17]([C:20]([F:23])([F:22])[F:21])(=[O:19])=[O:18])=[CH:13][CH:12]=1)[CH2:5][CH:6]1[CH2:10][CH2:9][CH2:8][CH2:7]1.[OH-].[Li+]. The catalyst is O1CCCC1. The product is [CH:6]1([CH2:5][CH:4]([C:11]2[CH:12]=[CH:13][C:14]([S:17]([C:20]([F:23])([F:21])[F:22])(=[O:19])=[O:18])=[CH:15][CH:16]=2)[C:3]([OH:24])=[O:2])[CH2:10][CH2:9][CH2:8][CH2:7]1. The yield is 0.770. (4) The reactants are [C:1]([O:5][C:6]([NH:8][C@@H:9]([CH2:14][C:15]1[CH:20]=[CH:19][CH:18]=[CH:17][CH:16]=1)[C@H:10]([OH:13])[CH2:11]Cl)=[O:7])([CH3:4])([CH3:3])[CH3:2].C(=O)([O-])[O-].[K+].[K+].C(O)(=O)CC(CC(O)=O)(C(O)=O)O. The catalyst is C(O)C.O. The product is [C:1]([O:5][C:6]([NH:8][C@@H:9]([CH2:14][C:15]1[CH:20]=[CH:19][CH:18]=[CH:17][CH:16]=1)[C@@H:10]1[O:13][CH2:11]1)=[O:7])([CH3:4])([CH3:3])[CH3:2]. The yield is 0.950.